This data is from Forward reaction prediction with 1.9M reactions from USPTO patents (1976-2016). The task is: Predict the product of the given reaction. Given the reactants CN1C2C=CC=CC=2N=C1COC1C=CC(C2N(C)N=CC=2C2C=CN=CC=2)=CC=1.[N:31]1[CH:36]=[CH:35][C:34]([C:37]2[C:38]([C:47]3[CH:52]=[CH:51][C:50]([OH:53])=[CH:49][CH:48]=3)=[N:39][N:40]([CH2:42][C:43]([F:46])([F:45])[F:44])[CH:41]=2)=[CH:33][CH:32]=1.[F:54][CH2:55][N:56]1[C:60]2[CH:61]=[CH:62][CH:63]=[CH:64][C:59]=2[N:58]=[C:57]1[CH2:65]O, predict the reaction product. The product is: [F:54][CH2:55][N:56]1[C:60]2[CH:61]=[CH:62][CH:63]=[CH:64][C:59]=2[N:58]=[C:57]1[CH2:65][O:53][C:50]1[CH:49]=[CH:48][C:47]([C:38]2[C:37]([C:34]3[CH:35]=[CH:36][N:31]=[CH:32][CH:33]=3)=[CH:41][N:40]([CH2:42][C:43]([F:45])([F:46])[F:44])[N:39]=2)=[CH:52][CH:51]=1.